This data is from NCI-60 drug combinations with 297,098 pairs across 59 cell lines. The task is: Regression. Given two drug SMILES strings and cell line genomic features, predict the synergy score measuring deviation from expected non-interaction effect. Drug 1: C1=C(C(=O)NC(=O)N1)N(CCCl)CCCl. Synergy scores: CSS=17.9, Synergy_ZIP=-9.32, Synergy_Bliss=-4.17, Synergy_Loewe=-15.7, Synergy_HSA=-3.03. Cell line: SK-MEL-5. Drug 2: C1CNP(=O)(OC1)N(CCCl)CCCl.